From a dataset of Full USPTO retrosynthesis dataset with 1.9M reactions from patents (1976-2016). Predict the reactants needed to synthesize the given product. (1) Given the product [F:14][C:9]1[CH:10]=[CH:11][CH:12]=[CH:13][C:8]=1[C:7]1[C:2]([C:23]2[CH:24]=[CH:25][C:20]([CH:18]=[O:19])=[CH:21][CH:22]=2)=[N:3][C:4]2[N:5]([CH:15]=[CH:16][N:17]=2)[CH:6]=1, predict the reactants needed to synthesize it. The reactants are: Cl[C:2]1[C:7]([C:8]2[CH:13]=[CH:12][CH:11]=[CH:10][C:9]=2[F:14])=[CH:6][N:5]2[CH:15]=[CH:16][N:17]=[C:4]2[N:3]=1.[CH:18]([C:20]1[CH:25]=[CH:24][C:23](B(O)O)=[CH:22][CH:21]=1)=[O:19].C([O-])([O-])=O.[Na+].[Na+]. (2) Given the product [CH2:1]([NH:3][CH2:4][CH:5]=[CH:6][C:7]1[CH:12]=[CH:11][CH:10]=[CH:9][CH:8]=1)[CH3:2], predict the reactants needed to synthesize it. The reactants are: [CH2:1]([NH2:3])[CH3:2].[CH:4](=O)[CH:5]=[CH:6][C:7]1[CH:12]=[CH:11][CH:10]=[CH:9][CH:8]=1.[BH4-].[Na+]. (3) Given the product [F:31][C:11]1[CH:12]=[C:13]([O:17][C@H:18]2[CH2:24][CH2:23][CH2:22][CH2:21][CH2:20][C@@H:19]2[C:25]2[N:29]([CH3:30])[N:28]=[CH:27][CH:26]=2)[C:14]([F:16])=[CH:15][C:10]=1[S:7]([NH:6][C:32]1[CH:37]=[CH:36][N:35]=[CH:34][N:33]=1)(=[O:8])=[O:9], predict the reactants needed to synthesize it. The reactants are: COC1C=C(OC)C=CC=1C[N:6]([C:32]1[CH:37]=[CH:36][N:35]=[CH:34][N:33]=1)[S:7]([C:10]1[CH:15]=[C:14]([F:16])[C:13]([O:17][C@H:18]2[CH2:24][CH2:23][CH2:22][CH2:21][CH2:20][C@@H:19]2[C:25]2[N:29]([CH3:30])[N:28]=[CH:27][CH:26]=2)=[CH:12][C:11]=1[F:31])(=[O:9])=[O:8].C([SiH](CC)CC)C.FC(F)(F)C(O)=O.